Dataset: Forward reaction prediction with 1.9M reactions from USPTO patents (1976-2016). Task: Predict the product of the given reaction. (1) Given the reactants [Cl:1][C:2]1[CH:7]=[CH:6][C:5]([CH:8]([C:36]2[CH:41]=[CH:40][C:39]([Cl:42])=[CH:38][CH:37]=2)[C:9]2[CH:10]=[C:11]3[C:16](=[CH:17][CH:18]=2)[N:15]=[C:14]([OH:19])[CH:13]=[C:12]3[NH:20][CH:21]2[CH2:26][CH2:25][N:24]([C:27](=[O:35])[CH2:28][CH2:29][C:30]([O:32]CC)=[O:31])[CH2:23][CH2:22]2)=[CH:4][CH:3]=1.[OH-].[Na+], predict the reaction product. The product is: [Cl:1][C:2]1[CH:7]=[CH:6][C:5]([CH:8]([C:36]2[CH:37]=[CH:38][C:39]([Cl:42])=[CH:40][CH:41]=2)[C:9]2[CH:10]=[C:11]3[C:16](=[CH:17][CH:18]=2)[NH:15][C:14](=[O:19])[CH:13]=[C:12]3[NH:20][CH:21]2[CH2:26][CH2:25][N:24]([C:27](=[O:35])[CH2:28][CH2:29][C:30]([OH:32])=[O:31])[CH2:23][CH2:22]2)=[CH:4][CH:3]=1. (2) Given the reactants [C:1]([O:5][C:6]([N:8]1[CH2:13][CH:12]=[C:11]([C:14]2[CH:36]=[CH:35][C:17]3[C:18]4[N:22]([CH2:23][CH2:24][O:25][C:16]=3[CH:15]=2)[CH:21]=[C:20]([C:26]2[N:27]([CH:32]([CH3:34])[CH3:33])[N:28]=[C:29]([CH3:31])[N:30]=2)[N:19]=4)[CH2:10][CH2:9]1)=[O:7])([CH3:4])([CH3:3])[CH3:2].B.C1C[O:41]CC1.[OH-].[Na+].OO, predict the reaction product. The product is: [C:1]([O:5][C:6]([N:8]1[CH2:9][CH2:10][C@@H:11]([C:14]2[CH:36]=[CH:35][C:17]3[C:18]4[N:22]([CH2:23][CH2:24][O:25][C:16]=3[CH:15]=2)[CH:21]=[C:20]([C:26]2[N:27]([CH:32]([CH3:33])[CH3:34])[N:28]=[C:29]([CH3:31])[N:30]=2)[N:19]=4)[C@H:12]([OH:41])[CH2:13]1)=[O:7])([CH3:2])([CH3:4])[CH3:3]. (3) Given the reactants [Cl:1][C:2]1[N:10]=[C:9]2[C:5]([NH:6][CH:7]=[N:8]2)=[C:4]([Cl:11])[N:3]=1.[CH:12]1(O)[CH2:16]CC[CH2:13]1, predict the reaction product. The product is: [Cl:1][C:2]1[N:10]=[C:9]2[C:5]([N:6]=[CH:7][N:8]2[CH:12]([CH3:16])[CH3:13])=[C:4]([Cl:11])[N:3]=1. (4) Given the reactants Cl[S:2]([C:5]1[CH:6]=[C:7]2[C:11](=[CH:12][CH:13]=1)[NH:10][C:9](=[O:14])[CH2:8]2)(=[O:4])=[O:3].[NH2:15][C:16]1[CH:17]=[N:18][CH:19]=[CH:20][CH:21]=1, predict the reaction product. The product is: [N:18]1[CH:19]=[CH:20][CH:21]=[C:16]([NH:15][S:2]([C:5]2[CH:6]=[C:7]3[C:11](=[CH:12][CH:13]=2)[NH:10][C:9](=[O:14])[CH2:8]3)(=[O:4])=[O:3])[CH:17]=1. (5) Given the reactants [NH2:1][C:2]1[CH:14]=[CH:13][C:12]([CH3:15])=[CH:11][C:3]=1[C:4]([O:6][C:7]([CH3:10])([CH3:9])[CH3:8])=[O:5].[Br:16][C:17]1[CH:22]=[CH:21][C:20](I)=[CH:19][N:18]=1.C1C=CC(P(C2C(C3C(P(C4C=CC=CC=4)C4C=CC=CC=4)=CC=C4C=3C=CC=C4)=C3C(C=CC=C3)=CC=2)C2C=CC=CC=2)=CC=1.CC([O-])(C)C.[Na+], predict the reaction product. The product is: [Br:16][C:17]1[N:18]=[CH:19][C:20]([NH:1][C:2]2[CH:14]=[CH:13][C:12]([CH3:15])=[CH:11][C:3]=2[C:4]([O:6][C:7]([CH3:10])([CH3:9])[CH3:8])=[O:5])=[CH:21][CH:22]=1. (6) Given the reactants Cl.Cl.COC1C=CC(N2CCNCC2)=CC=1.C(Cl)(=O)CC(C)C.[F:24][C:25]1[CH:30]=[C:29]([O:31][CH3:32])[C:28]([F:33])=[CH:27][C:26]=1[N:34]1[CH2:39][CH2:38][NH:37][CH2:36][CH2:35]1.[CH2:40]([S:48](Cl)(=[O:50])=[O:49])[CH2:41][CH2:42][CH2:43][CH2:44][CH2:45][CH2:46][CH3:47], predict the reaction product. The product is: [F:24][C:25]1[CH:30]=[C:29]([O:31][CH3:32])[C:28]([F:33])=[CH:27][C:26]=1[N:34]1[CH2:39][CH2:38][N:37]([S:48]([CH2:40][CH2:41][CH2:42][CH2:43][CH2:44][CH2:45][CH2:46][CH3:47])(=[O:50])=[O:49])[CH2:36][CH2:35]1. (7) The product is: [F:1][C:2]1[C:10]([OH:11])=[CH:9][CH:8]=[C:7]([F:22])[C:3]=1[C:4]([O:6][CH3:27])=[O:5]. Given the reactants [F:1][C:2]1[C:10]([O:11][Si](C(C)C)(C(C)C)C(C)C)=[CH:9][CH:8]=[C:7]([F:22])[C:3]=1[C:4]([OH:6])=[O:5].O=S(Cl)Cl.[CH3:27]O, predict the reaction product. (8) Given the reactants [Cl:1][C:2]1[CH:3]=[CH:4][C:5]([OH:10])=[C:6]([CH:9]=1)[C:7]#[N:8].Cl[CH2:12][C:13]([NH2:15])=[O:14].C(=O)([O-])[O-].[Cs+].[Cs+], predict the reaction product. The product is: [Cl:1][C:2]1[CH:3]=[CH:4][C:5]([O:10][CH2:12][C:13]([NH2:15])=[O:14])=[C:6]([C:7]#[N:8])[CH:9]=1. (9) Given the reactants [N:1]1[CH:6]=[CH:5][CH:4]=[C:3]([C:7]2[C:8](=[O:14])[NH:9][C:10](=[O:13])[NH:11][CH:12]=2)[CH:2]=1.[CH2:15]([N:21]=[C:22]=[O:23])[CH2:16][CH2:17][CH2:18][CH2:19][CH3:20], predict the reaction product. The product is: [CH2:15]([NH:21][C:22]([N:11]1[CH:12]=[C:7]([C:3]2[CH:2]=[N:1][CH:6]=[CH:5][CH:4]=2)[C:8](=[O:14])[NH:9][C:10]1=[O:13])=[O:23])[CH2:16][CH2:17][CH2:18][CH2:19][CH3:20]. (10) Given the reactants [CH2:1]([O:8][C:9]([NH:11][CH2:12][C:13]1([C:28](=[O:36])[NH:29][C:30]2[CH:35]=[CH:34][CH:33]=[CH:32][CH:31]=2)[CH2:18][CH2:17][CH2:16][N:15](C(OCC[Si](C)(C)C)=O)[CH2:14]1)=[O:10])[C:2]1[CH:7]=[CH:6][CH:5]=[CH:4][CH:3]=1.CCCC[N+](CCCC)(CCCC)CCCC.[F-], predict the reaction product. The product is: [C:30]1([NH:29][C:28]([C:13]2([CH2:12][NH:11][C:9](=[O:10])[O:8][CH2:1][C:2]3[CH:7]=[CH:6][CH:5]=[CH:4][CH:3]=3)[CH2:18][CH2:17][CH2:16][NH:15][CH2:14]2)=[O:36])[CH:31]=[CH:32][CH:33]=[CH:34][CH:35]=1.